Dataset: Peptide-MHC class II binding affinity with 134,281 pairs from IEDB. Task: Regression. Given a peptide amino acid sequence and an MHC pseudo amino acid sequence, predict their binding affinity value. This is MHC class II binding data. (1) The peptide sequence is GVMYNLWKMKTGRRG. The MHC is HLA-DQA10303-DQB10402 with pseudo-sequence HLA-DQA10303-DQB10402. The binding affinity (normalized) is 0.719. (2) The peptide sequence is RSQPGLCNMYKDSHHPARTA. The MHC is HLA-DPA10301-DPB10402 with pseudo-sequence HLA-DPA10301-DPB10402. The binding affinity (normalized) is 0.172. (3) The peptide sequence is LITPAEKVVYKLLRF. The MHC is DRB5_0101 with pseudo-sequence DRB5_0101. The binding affinity (normalized) is 0.750. (4) The peptide sequence is GGVVQPGRSLRLSCA. The MHC is DRB1_0802 with pseudo-sequence DRB1_0802. The binding affinity (normalized) is 0.349. (5) The peptide sequence is YAAALVAMPTLAELA. The MHC is DRB1_1302 with pseudo-sequence DRB1_1302. The binding affinity (normalized) is 0.333. (6) The peptide sequence is EKKYFAATQFELLAA. The MHC is HLA-DQA10101-DQB10501 with pseudo-sequence HLA-DQA10101-DQB10501. The binding affinity (normalized) is 0.466. (7) The peptide sequence is AVPLRLLGGLHRMVL. The MHC is HLA-DPA10201-DPB10501 with pseudo-sequence HLA-DPA10201-DPB10501. The binding affinity (normalized) is 0.392. (8) The peptide sequence is MSWQTYVDEHLMCEI. The MHC is DRB1_1602 with pseudo-sequence DRB1_1602. The binding affinity (normalized) is 0.543. (9) The peptide sequence is AFKGAATAANAAPAN. The MHC is HLA-DPA10201-DPB11401 with pseudo-sequence HLA-DPA10201-DPB11401. The binding affinity (normalized) is 0.421.